From a dataset of Catalyst prediction with 721,799 reactions and 888 catalyst types from USPTO. Predict which catalyst facilitates the given reaction. (1) Reactant: C([O-])=O.[NH4+].C[N:6](C)/[CH:7]=[CH:8]/[C:9]1[C:14]([C:15]#[N:16])=[CH:13][N:12]=[CH:11][CH:10]=1.CC(O)=O. Product: [C:15]1([NH2:16])[C:14]2[C:9](=[CH:10][CH:11]=[N:12][CH:13]=2)[CH:8]=[CH:7][N:6]=1. The catalyst class is: 6. (2) Reactant: [O:1]1[CH2:6][CH2:5][N:4]([C:7]2[CH:12]=[CH:11][C:10]([NH:13][C:14]3[N:19]=[CH:18][C:17]([CH2:20][C:21]([NH2:23])=[O:22])=[C:16]([NH:24][CH2:25][CH:26]4[CH2:30][CH2:29][CH2:28][NH:27]4)[CH:15]=3)=[CH:9][CH:8]=2)[CH2:3][CH2:2]1.[C:31](OC(=O)C)(=[O:33])[CH3:32].N1C=CC=CC=1.C(=O)(O)[O-].[Na+]. Product: [C:31]([N:27]1[CH2:28][CH2:29][CH2:30][CH:26]1[CH2:25][NH:24][C:16]1[CH:15]=[C:14]([NH:13][C:10]2[CH:11]=[CH:12][C:7]([N:4]3[CH2:3][CH2:2][O:1][CH2:6][CH2:5]3)=[CH:8][CH:9]=2)[N:19]=[CH:18][C:17]=1[CH2:20][C:21]([NH2:23])=[O:22])(=[O:33])[CH3:32]. The catalyst class is: 34. (3) Reactant: [Cl:1][C:2]1[CH:3]=[C:4]([N:8]2[C:12]([CH2:13][NH2:14])=[CH:11][C:10]([C:15]([F:18])([F:17])[F:16])=[N:9]2)[CH:5]=[CH:6][CH:7]=1.C(N(CC)CC)C.[CH3:26][O:27][CH2:28][CH2:29][O:30][C:31]1[N:36]=[CH:35][C:34]([NH:37][C:38](=O)[O:39]C2C=CC=CC=2)=[CH:33][CH:32]=1. Product: [Cl:1][C:2]1[CH:3]=[C:4]([N:8]2[C:12]([CH2:13][NH:14][C:38]([NH:37][C:34]3[CH:35]=[N:36][C:31]([O:30][CH2:29][CH2:28][O:27][CH3:26])=[CH:32][CH:33]=3)=[O:39])=[CH:11][C:10]([C:15]([F:16])([F:17])[F:18])=[N:9]2)[CH:5]=[CH:6][CH:7]=1. The catalyst class is: 10. (4) Product: [CH3:23][CH:19]1[CH2:20][CH2:21][CH2:22][N:18]1[C:14]1[N:13]=[C:12]([NH:11][C:4]2[C:5]3[N:6]([CH:8]=[CH:9][N:10]=3)[N:7]=[C:2]([C:30]3[CH:31]=[C:26]([CH2:25][OH:24])[CH:27]=[CH:28][CH:29]=3)[CH:3]=2)[CH:17]=[CH:16][CH:15]=1. Reactant: Cl[C:2]1[CH:3]=[C:4]([NH:11][C:12]2[CH:17]=[CH:16][CH:15]=[C:14]([N:18]3[CH2:22][CH2:21][CH2:20][CH:19]3[CH3:23])[N:13]=2)[C:5]2[N:6]([CH:8]=[CH:9][N:10]=2)[N:7]=1.[OH:24][CH2:25][C:26]1[CH:27]=[C:28](B(O)O)[CH:29]=[CH:30][CH:31]=1.CC(C1C=C(C(C)C)C(C2C=CC=CC=2P(C2CCCCC2)C2CCCCC2)=C(C(C)C)C=1)C.C([O-])([O-])=O.[K+].[K+]. The catalyst class is: 333.